From a dataset of Forward reaction prediction with 1.9M reactions from USPTO patents (1976-2016). Predict the product of the given reaction. (1) Given the reactants [C:1]([NH2:9])(=[S:8])[C:2]1[CH:7]=[CH:6][CH:5]=[CH:4][CH:3]=1.Cl[CH2:11][C:12](=O)[CH2:13][C:14]([O:16]CC)=[O:15].[Li+].[OH-], predict the reaction product. The product is: [C:2]1([C:1]2[S:8][CH:11]=[C:12]([CH2:13][C:14]([OH:16])=[O:15])[N:9]=2)[CH:7]=[CH:6][CH:5]=[CH:4][CH:3]=1. (2) The product is: [F:31][C:32]1[CH:37]=[C:36]([C:10]2[CH:11]=[CH:12][C:13]3[N:19]4[CH2:20][C@H:16]([CH2:17][CH2:18]4)[N:15]([C:21]([NH:23][C:24]4[CH:25]=[N:26][CH:27]=[CH:28][CH:29]=4)=[O:22])[C:14]=3[N:30]=2)[CH:35]=[N:34][C:33]=1[CH3:47]. Given the reactants P([O-])([O-])([O-])=O.[K+].[K+].[K+].Cl[C:10]1[CH:11]=[CH:12][C:13]2[N:19]3[CH2:20][C@H:16]([CH2:17][CH2:18]3)[N:15]([C:21]([NH:23][C:24]3[CH:25]=[N:26][CH:27]=[CH:28][CH:29]=3)=[O:22])[C:14]=2[N:30]=1.[F:31][C:32]1[C:33]([CH3:47])=[N:34][CH:35]=[C:36](B2OC(C)(C)C(C)(C)O2)[CH:37]=1.CC(C1C=C(C(C)C)C(C2C=CC=CC=2P(C2CCCCC2)C2CCCCC2)=C(C(C)C)C=1)C, predict the reaction product. (3) Given the reactants [OH:1]OS([O-])=O.[K+].[CH3:7][C:8]([C:12]1[N:16]([CH2:17][CH:18]2[CH2:23][CH2:22][O:21][CH2:20][CH2:19]2)[C:15]2[CH:24]=[CH:25][C:26]([S:28]([N:31]3[CH:35]=[CH:34][C:33]([CH:36]=[O:37])=[CH:32]3)(=[O:30])=[O:29])=[CH:27][C:14]=2[N:13]=1)([CH3:11])[CH2:9][CH3:10], predict the reaction product. The product is: [CH3:11][C:8]([C:12]1[N:16]([CH2:17][CH:18]2[CH2:23][CH2:22][O:21][CH2:20][CH2:19]2)[C:15]2[CH:24]=[CH:25][C:26]([S:28]([N:31]3[CH:35]=[CH:34][C:33]([C:36]([OH:1])=[O:37])=[CH:32]3)(=[O:30])=[O:29])=[CH:27][C:14]=2[N:13]=1)([CH3:7])[CH2:9][CH3:10].